Dataset: Full USPTO retrosynthesis dataset with 1.9M reactions from patents (1976-2016). Task: Predict the reactants needed to synthesize the given product. (1) The reactants are: C(=O)([O-])[O-].[Cs+].[Cs+].Cl[CH2:8][CH2:9][CH2:10][N:11]1[CH2:16][CH2:15][O:14][CH2:13][CH2:12]1.CN(C=O)C.[F:22][C:23]1[CH:42]=[C:41]([N+:43]([O-:45])=[O:44])[CH:40]=[CH:39][C:24]=1[O:25][C:26]1[C:35]2[C:30](=[CH:31][C:32]([OH:38])=[C:33]([O:36][CH3:37])[CH:34]=2)[N:29]=[CH:28][CH:27]=1. Given the product [F:22][C:23]1[CH:42]=[C:41]([N+:43]([O-:45])=[O:44])[CH:40]=[CH:39][C:24]=1[O:25][C:26]1[C:35]2[C:30](=[CH:31][C:32]([O:38][CH2:8][CH2:9][CH2:10][N:11]3[CH2:16][CH2:15][O:14][CH2:13][CH2:12]3)=[C:33]([O:36][CH3:37])[CH:34]=2)[N:29]=[CH:28][CH:27]=1, predict the reactants needed to synthesize it. (2) Given the product [NH2:40][C:39]1[C:30]([C:28]([NH:27][C:22]2[CH:23]=[N:24][CH:25]=[CH:26][C:21]=2[N:11]2[CH2:12][C@H:13]([CH3:20])[C@H:14]([N:15]3[CH:19]=[CH:18][N:17]=[N:16]3)[C@H:9]([NH2:8])[CH2:10]2)=[O:29])=[N:31][C:32]2[C:37]([CH:38]=1)=[CH:36][CH:35]=[C:34]([CH:51]1[CH2:56][CH2:55][O:54][CH2:53][CH2:52]1)[CH:33]=2, predict the reactants needed to synthesize it. The reactants are: C(OC([NH:8][C@H:9]1[C@@H:14]([N:15]2[CH:19]=[CH:18][N:17]=[N:16]2)[C@@H:13]([CH3:20])[CH2:12][N:11]([C:21]2[CH:26]=[CH:25][N:24]=[CH:23][C:22]=2[NH:27][C:28]([C:30]2[C:39]([NH:40]C(=O)OCC3C=CC=CC=3)=[CH:38][C:37]3[C:32](=[CH:33][C:34]([C:51]4[CH2:52][CH2:53][O:54][CH2:55][CH:56]=4)=[CH:35][CH:36]=3)[N:31]=2)=[O:29])[CH2:10]1)=O)(C)(C)C.C1COCC1.Cl.O1CCOCC1. (3) Given the product [OH:5][CH:6]1[CH2:11][CH2:10][N:9]([C:12](=[O:19])[CH2:13][C:14]([O:16][CH2:17][CH3:18])=[O:15])[CH2:8][CH2:7]1, predict the reactants needed to synthesize it. The reactants are: C(OCC)(=O)CC([O:5][CH:6]1[CH2:11][CH2:10][N:9]([C:12](=[O:19])[CH2:13][C:14]([O:16][CH2:17][CH3:18])=[O:15])[CH2:8][CH2:7]1)=O.CC[O-].[Na+].[NH4+].[Cl-]. (4) Given the product [F:26][C:27]1[CH:32]=[CH:31][C:30]([CH2:33][C:34]([NH:1][C:2]2[CH:3]=[C:4]([C:8]3[C:16]4[C:11](=[CH:12][CH:13]=[C:14]([C:17]([NH2:19])=[O:18])[CH:15]=4)[NH:10][N:9]=3)[CH:5]=[CH:6][CH:7]=2)=[O:35])=[CH:29][CH:28]=1, predict the reactants needed to synthesize it. The reactants are: [NH2:1][C:2]1[CH:3]=[C:4]([C:8]2[C:16]3[C:11](=[CH:12][CH:13]=[C:14]([C:17]([NH2:19])=[O:18])[CH:15]=3)[N:10](C3CCCCO3)[N:9]=2)[CH:5]=[CH:6][CH:7]=1.[F:26][C:27]1[CH:32]=[CH:31][C:30]([CH2:33][C:34](O)=[O:35])=[CH:29][CH:28]=1.CCN=C=NCCCN(C)C.